This data is from Forward reaction prediction with 1.9M reactions from USPTO patents (1976-2016). The task is: Predict the product of the given reaction. Given the reactants [CH3:1][N:2]([CH3:19])[CH2:3][CH2:4][N:5]([CH3:18])[C:6]1[O:7][C:8]2[CH:14]=[CH:13][C:12]([N+:15]([O-])=O)=[CH:11][C:9]=2[N:10]=1, predict the reaction product. The product is: [CH3:1][N:2]([CH3:19])[CH2:3][CH2:4][N:5]([CH3:18])[C:6]1[O:7][C:8]2[CH:14]=[CH:13][C:12]([NH2:15])=[CH:11][C:9]=2[N:10]=1.